Dataset: Experimentally validated miRNA-target interactions with 360,000+ pairs, plus equal number of negative samples. Task: Binary Classification. Given a miRNA mature sequence and a target amino acid sequence, predict their likelihood of interaction. (1) The miRNA is hsa-miR-519d-5p with sequence CCUCCAAAGGGAAGCGCUUUCUGUU. The protein sequence of the target gene is MAGKAHRLSAEERDQLLPNLRAVGWNELEGRDAIFKQFHFKDFNRAFGFMTRVALQAEKLDHHPEWFNVYNKVHITLSTHECAGLSERDINLASFIEQVAVSMT. Result: 0 (no interaction). (2) The miRNA is bta-miR-21-5p with sequence UAGCUUAUCAGACUGAUGUUGACU. The protein sequence of the target gene is MENGAVYSPTTEAAPGTGRGARSGLAAYFVLGRLPWHRRILKGLQLLLSLLAFICEEVVSECGLCGGLYFFEFVSCSAFLLSLLLLIVYCTPVHDRVDTGKVKSSDFYITLGTGCVFLLASIIFVSTHSGTSAEIAAIVFGFLASSMFLLDFVVMLCEKLRESPLRKPENNAKVEALTEPLNA. Result: 0 (no interaction).